From a dataset of Forward reaction prediction with 1.9M reactions from USPTO patents (1976-2016). Predict the product of the given reaction. (1) Given the reactants [I:1][C:2]1[CH:9]=[CH:8][C:5]([CH:6]=O)=[CH:4][CH:3]=1.[NH3:10].C[Si]([C:15]#[N:16])(C)C.O, predict the reaction product. The product is: [NH2:10][CH:6]([C:5]1[CH:8]=[CH:9][C:2]([I:1])=[CH:3][CH:4]=1)[C:15]#[N:16]. (2) The product is: [CH3:16][O:15][N:14]=[C:12]1[CH2:11][CH:10]([C:17]2[N:18]=[C:27]([C:28]3[CH:33]=[CH:32][CH:31]=[CH:30][CH:29]=3)[O:20][N:19]=2)[N:9]([C:7]([C:4]2[CH:3]=[CH:2][C:1]([C:21]3[CH:26]=[CH:25][CH:24]=[CH:23][CH:22]=3)=[CH:6][CH:5]=2)=[O:8])[CH2:13]1. Given the reactants [C:1]1([C:21]2[CH:26]=[CH:25][CH:24]=[CH:23][CH:22]=2)[CH:6]=[CH:5][C:4]([C:7]([N:9]2[CH2:13][C:12](=[N:14][O:15][CH3:16])[CH2:11][C@H:10]2[C:17](=[N:19][OH:20])[NH2:18])=[O:8])=[CH:3][CH:2]=1.[C:27](O)(=O)[C:28]1[CH:33]=[CH:32][CH:31]=[CH:30][CH:29]=1, predict the reaction product.